This data is from Catalyst prediction with 721,799 reactions and 888 catalyst types from USPTO. The task is: Predict which catalyst facilitates the given reaction. (1) Reactant: [H-].[Na+].N[C:4]1C=CC=CC=1.[CH3:10][C:11]1[CH2:15][C:14]([CH3:16])=[C:13]([CH3:17])[C:12]=1[CH3:18].ClC[SiH:21]([C:28]1[CH:33]=[CH:32][CH:31]=[CH:30][CH:29]=1)[C:22]1[CH:27]=[CH:26][CH:25]=[CH:24][CH:23]=1.C(=O)([O-])O.[Na+].C(=O)([O-])[O-].[Na+].[Na+]. The catalyst class is: 207. Product: [CH3:18][C:12]1[C:11]([SiH:21]([C:28]2[CH:29]=[CH:30][CH:31]=[CH:32][CH:33]=2)[C:22]2[CH:27]=[CH:26][CH:25]=[CH:24][CH:23]=2)([CH3:10])[C:15]([CH3:4])=[C:14]([CH3:16])[C:13]=1[CH3:17]. (2) Product: [CH2:15]([O:14][C:12](=[O:13])[CH2:11][C:4]1([OH:7])[CH2:5][CH2:6][O:1][CH2:2][CH2:3]1)[CH3:16]. Reactant: [O:1]1[CH2:6][CH2:5][C:4](=[O:7])[CH2:3][CH2:2]1.II.Br[CH2:11][C:12]([O:14][CH2:15][CH3:16])=[O:13].S(=O)(=O)(O)O. The catalyst class is: 772. (3) Reactant: [Br:1][C:2]1[CH:3]=[CH:4][C:5]([OH:11])=[C:6]([C:8](=[O:10])[CH3:9])[CH:7]=1.N1CCCC1.[C:17]1(=O)[CH2:22][CH2:21][CH2:20][CH2:19][CH2:18]1. Product: [Br:1][C:2]1[CH:7]=[C:6]2[C:5](=[CH:4][CH:3]=1)[O:11][C:17]1([CH2:22][CH2:21][CH2:20][CH2:19][CH2:18]1)[CH2:9][C:8]2=[O:10]. The catalyst class is: 5. (4) Reactant: [NH2:1][C:2]1[CH:3]=[C:4]([NH:9]C(=O)C)[CH:5]=[CH:6][C:7]=1[CH3:8].[Cl:13][C:14]1[N:19]=[CH:18][CH:17]=[CH:16][N:15]=1.O. Product: [ClH:13].[CH3:8][C:7]1[C:2]([NH:1][C:14]2[N:19]=[CH:18][CH:17]=[CH:16][N:15]=2)=[CH:3][C:4]([NH2:9])=[CH:5][CH:6]=1. The catalyst class is: 3. (5) Reactant: Br[C:2]1[O:6][C:5]([CH2:7][C:8]([O:10][CH3:11])=[O:9])=[C:4]([C:12]([O:14][CH3:15])=[O:13])[CH:3]=1.[Cl:16][C:17]1[CH:22]=[CH:21][C:20](B(O)O)=[CH:19][CH:18]=1.C(=O)([O-])[O-].[K+].[K+].C1(C)C=CC=CC=1. Product: [Cl:16][C:17]1[CH:22]=[CH:21][C:20]([C:2]2[O:6][C:5]([CH2:7][C:8]([O:10][CH3:11])=[O:9])=[C:4]([C:12]([O:14][CH3:15])=[O:13])[CH:3]=2)=[CH:19][CH:18]=1. The catalyst class is: 6. (6) Reactant: [C:1]([O:4][C:5]1[CH:6]=[C:7]2[C:12](=[CH:13][C:14]=1[O:15][CH3:16])[N:11]=[CH:10][N:9]=[C:8]2Cl)(=[O:3])[CH3:2].[C:18]([C:20]1[CH:21]=[C:22]([CH:24]=[CH:25][CH:26]=1)[NH2:23])#[CH:19]. Product: [C:1]([O:4][C:5]1[CH:6]=[C:7]2[C:12](=[CH:13][C:14]=1[O:15][CH3:16])[N:11]=[CH:10][N:9]=[C:8]2[NH:23][C:22]1[CH:24]=[CH:25][CH:26]=[C:20]([C:18]#[CH:19])[CH:21]=1)(=[O:3])[CH3:2]. The catalyst class is: 32. (7) Reactant: [Br:1][C:2]1[CH:3]=[CH:4][C:5]([NH:12][C:13](=[O:21])[CH2:14][C:15]2[CH:20]=[CH:19][CH:18]=[CH:17][N:16]=2)=[C:6]([CH:11]=1)[C:7]([O:9]C)=O.CO[Na]. Product: [Br:1][C:2]1[CH:11]=[C:6]2[C:5](=[CH:4][CH:3]=1)[NH:12][C:13](=[O:21])[CH:14]([C:15]1[CH:20]=[CH:19][CH:18]=[CH:17][N:16]=1)[C:7]2=[O:9]. The catalyst class is: 7.